From a dataset of Catalyst prediction with 721,799 reactions and 888 catalyst types from USPTO. Predict which catalyst facilitates the given reaction. (1) Reactant: CCOP(ON1N=NC2C=CC=CC=2C1=O)(OCC)=O.CCN(C(C)C)C(C)C.[CH3:30][O:31][C:32](=[O:46])[CH2:33][CH2:34][CH2:35][CH2:36][CH2:37][C@H:38]([O:42][CH2:43][CH:44]=[CH2:45])[C:39]([OH:41])=O.[Cl-].[CH3:48][O:49][C:50]1[CH:51]=[C:52]([CH:63]=[C:64]([CH:66]=[CH2:67])[CH:65]=1)[C:53]([NH:55][C:56]1[CH:61]=[CH:60][CH:59]=[CH:58][C:57]=1[NH3+:62])=[O:54]. Product: [CH3:30][O:31][C:32](=[O:46])[CH2:33][CH2:34][CH2:35][CH2:36][CH2:37][C@H:38]([O:42][CH2:43][CH:44]=[CH2:45])[C:39](=[O:41])[NH:62][C:57]1[CH:58]=[CH:59][CH:60]=[CH:61][C:56]=1[NH:55][C:53](=[O:54])[C:52]1[CH:63]=[C:64]([CH:66]=[CH2:67])[CH:65]=[C:50]([O:49][CH3:48])[CH:51]=1. The catalyst class is: 1. (2) Reactant: [Cl:1][C:2]1[C:3]([CH2:8][NH:9][C:10]([C@H:12]2[CH2:21][N:20]3[C@@H:15]([CH2:16][CH2:17][CH2:18][C:19]3=[O:22])[CH2:14][CH2:13]2)=O)=[N:4][CH:5]=[CH:6][N:7]=1.CN(C)C=O.O=P(Cl)(Cl)Cl.C(=O)(O)[O-].[Na+]. Product: [Cl:1][C:2]1[C:3]2[N:4]([C:10]([C@H:12]3[CH2:13][CH2:14][C@@H:15]4[N:20]([C:19](=[O:22])[CH2:18][CH2:17][CH2:16]4)[CH2:21]3)=[N:9][CH:8]=2)[CH:5]=[CH:6][N:7]=1. The catalyst class is: 202. (3) Reactant: [Cl:1][C:2]1[CH:7]=[CH:6][C:5]([C:8](=O)[CH:9]=[C:10]([C:15]2[CH:28]=[CH:27][C:18]([NH:19][C:20](=[O:26])[O:21][C:22]([CH3:25])([CH3:24])[CH3:23])=[C:17]([CH3:29])[CH:16]=2)[C:11]([F:14])([F:13])[F:12])=[CH:4][CH:3]=1.Cl.[C:32]([NH2:35])(=[NH:34])[CH3:33].C[O-].[Na+]. Product: [Cl:1][C:2]1[CH:7]=[CH:6][C:5]([C:8]2[N:34]=[C:32]([CH3:33])[NH:35][C:10]([C:15]3[CH:28]=[CH:27][C:18]([NH:19][C:20](=[O:26])[O:21][C:22]([CH3:25])([CH3:24])[CH3:23])=[C:17]([CH3:29])[CH:16]=3)([C:11]([F:14])([F:13])[F:12])[CH:9]=2)=[CH:4][CH:3]=1. The catalyst class is: 8. (4) Reactant: Cl.[S:2]1[CH:6]=[CH:5][CH:4]=[C:3]1[CH2:7][O:8][CH:9]1[CH2:12][NH:11][CH2:10]1.CCN=C=NCCCN(C)C.C1C=CC2N(O)N=NC=2C=1.C(N(C(C)C)CC)(C)C.Cl.[CH3:44][N:45]1[CH2:50][CH2:49][N:48]([CH2:51][CH2:52][N:53]2[CH2:58][C:57]3[CH:59]=[C:60](/[CH:63]=[CH:64]/[C:65](O)=[O:66])[CH:61]=[N:62][C:56]=3[NH:55][C:54]2=[O:68])[CH2:47][CH2:46]1. Product: [CH3:44][N:45]1[CH2:50][CH2:49][N:48]([CH2:51][CH2:52][N:53]2[CH2:58][C:57]3[CH:59]=[C:60](/[CH:63]=[CH:64]/[C:65](=[O:66])[N:11]4[CH2:12][CH:9]([O:8][CH2:7][C:3]5[S:2][CH:6]=[CH:5][CH:4]=5)[CH2:10]4)[CH:61]=[N:62][C:56]=3[NH:55][C:54]2=[O:68])[CH2:47][CH2:46]1. The catalyst class is: 255. (5) Reactant: [CH:1]1[C:10]2[C:5](=[CH:6][CH:7]=[CH:8][CH:9]=2)[CH:4]=[CH:3][C:2]=1[C:11]1[N:15]([CH2:16][CH2:17][CH2:18][CH2:19][CH2:20][CH2:21][NH:22]C(=O)OC(C)(C)C)[C:14]([SH:30])=[N:13][N:12]=1.Br[CH2:32][C:33]([C:35]1[CH:40]=[CH:39][C:38]([N:41]([CH2:44][CH3:45])[CH2:42][CH3:43])=[CH:37][CH:36]=1)=[O:34].C1(S)C=CC=CC=1.CO.[ClH:55]. Product: [ClH:55].[NH2:22][CH2:21][CH2:20][CH2:19][CH2:18][CH2:17][CH2:16][N:15]1[C:11]([C:2]2[CH:3]=[CH:4][C:5]3[C:10](=[CH:9][CH:8]=[CH:7][CH:6]=3)[CH:1]=2)=[N:12][N:13]=[C:14]1[S:30][CH2:32][C:33]([C:35]1[CH:40]=[CH:39][C:38]([N:41]([CH2:42][CH3:43])[CH2:44][CH3:45])=[CH:37][CH:36]=1)=[O:34]. The catalyst class is: 305. (6) Reactant: [CH2:1]([NH2:8])[C:2]1[CH:7]=[CH:6][CH:5]=[CH:4][CH:3]=1.[CH2:9]=[O:10].Cl.[C:12]1(=O)[CH2:16][CH2:15][CH2:14][CH2:13]1.[C:18](O)(C)(C)C. Product: [CH2:1]([N:8]1[CH2:12][CH:16]2[C:9](=[O:10])[CH:13]([CH2:14][CH2:15]2)[CH2:18]1)[C:2]1[CH:7]=[CH:6][CH:5]=[CH:4][CH:3]=1. The catalyst class is: 211. (7) Reactant: [S:1]1[C:5]2[CH:6]=[CH:7][CH:8]=[CH:9][C:4]=2[N:3]=[C:2]1[C:10](=[C:13](Cl)[C:14]1[CH:19]=[CH:18][C:17]([N+:20]([O-])=[O:21])=[CH:16][CH:15]=1)[C:11]#[N:12].[OH2:24].[NH2:25][NH2:26]. Product: [S:1]1[C:5]2[CH:6]=[CH:7][CH:8]=[CH:9][C:4]=2[N:3]=[C:2]1[C:10]1[C:13]([C:14]2[CH:19]=[CH:18][C:17]([N+:20]([O-:21])=[O:24])=[CH:16][CH:15]=2)=[N:26][NH:25][C:11]=1[NH2:12]. The catalyst class is: 8. (8) Reactant: [Cl:1][C:2]1[N:7]=[C:6](Cl)[C:5]2[CH2:9][CH2:10][CH2:11][C:4]=2[N:3]=1.[CH2:12]([NH:19][CH2:20][CH3:21])[C:13]1[CH:18]=[CH:17][CH:16]=[CH:15][CH:14]=1.C(N(C(C)C)CC)(C)C. Product: [CH2:12]([N:19]([C:6]1[C:5]2[CH2:9][CH2:10][CH2:11][C:4]=2[N:3]=[C:2]([Cl:1])[N:7]=1)[CH2:20][CH3:21])[C:13]1[CH:18]=[CH:17][CH:16]=[CH:15][CH:14]=1. The catalyst class is: 8. (9) Reactant: [Na].N[C:3]1[C:4]([C:19]#[N:20])=[N:5][C:6]([C:9]2[CH:14]=[CH:13][C:12]([O:15][CH3:16])=[C:11]([O:17][CH3:18])[CH:10]=2)=[CH:7][CH:8]=1.Cl.[NH2:22][C:23]([NH2:25])=[NH:24]. Product: [NH2:24][C:23]1[N:25]=[C:19]([NH2:20])[C:4]2[N:5]=[C:6]([C:9]3[CH:14]=[CH:13][C:12]([O:15][CH3:16])=[C:11]([O:17][CH3:18])[CH:10]=3)[CH:7]=[CH:8][C:3]=2[N:22]=1. The catalyst class is: 51.